Dataset: NCI-60 drug combinations with 297,098 pairs across 59 cell lines. Task: Regression. Given two drug SMILES strings and cell line genomic features, predict the synergy score measuring deviation from expected non-interaction effect. (1) Drug 1: C1CCN(CC1)CCOC2=CC=C(C=C2)C(=O)C3=C(SC4=C3C=CC(=C4)O)C5=CC=C(C=C5)O. Drug 2: CN(CC1=CN=C2C(=N1)C(=NC(=N2)N)N)C3=CC=C(C=C3)C(=O)NC(CCC(=O)O)C(=O)O. Cell line: NCI-H322M. Synergy scores: CSS=0.694, Synergy_ZIP=-1.54, Synergy_Bliss=0.299, Synergy_Loewe=-2.45, Synergy_HSA=-2.09. (2) Drug 1: CCCCCOC(=O)NC1=NC(=O)N(C=C1F)C2C(C(C(O2)C)O)O. Cell line: NCI-H460. Synergy scores: CSS=-4.18, Synergy_ZIP=3.12, Synergy_Bliss=2.99, Synergy_Loewe=-3.08, Synergy_HSA=-2.33. Drug 2: C1CN(P(=O)(OC1)NCCCl)CCCl. (3) Drug 1: CC1=CC=C(C=C1)C2=CC(=NN2C3=CC=C(C=C3)S(=O)(=O)N)C(F)(F)F. Drug 2: CC12CCC3C(C1CCC2OP(=O)(O)O)CCC4=C3C=CC(=C4)OC(=O)N(CCCl)CCCl.[Na+]. Cell line: SF-268. Synergy scores: CSS=0.354, Synergy_ZIP=-1.60, Synergy_Bliss=-4.15, Synergy_Loewe=-4.44, Synergy_HSA=-4.92.